Dataset: Experimentally validated miRNA-target interactions with 360,000+ pairs, plus equal number of negative samples. Task: Binary Classification. Given a miRNA mature sequence and a target amino acid sequence, predict their likelihood of interaction. (1) The miRNA is hsa-miR-627-5p with sequence GUGAGUCUCUAAGAAAAGAGGA. Result: 0 (no interaction). The protein sequence of the target gene is MSLALNDLLICCRQLEHDRATERRKEVDKFKRLIQDPETVQHLDRHSDSKQGKYLNWDAVFRFLQKYIQKEMESLRTAKSNVSATTQSSRQKKMQEISSLVRYFIKCANKRAPRLKCQDLLNYVMDTVKDSSNGLTYGADCSNILLKDILSVRKYWCEVSQQQWLELFSLYFRLYLKPSQDINRVLVARIIHAVTRGCCSQTDGLPSKFLDLFSKAIQYARQEKSSPGLSHILAALNIFLKSLAVNFRKRVCEAGDEILPTLLYIWTQHRLNDSLKEVIIELIQLQIYIHHPQGARAPEE.... (2) The protein sequence of the target gene is MGAGGRRMRGAPARLLLPLLPWLLLLLAPEARGAPGCPLSIRSCKCSGERPKGLSGGVPGPARRRVVCSGGDLPEPPEPGLLPNGTVTLLLSNNKITGLRNGSFLGLSLLEKLDLRNNIISTVQPGAFLGLGELKRLDLSNNRIGCLTSETFQGLPRLLRLNISGNIFSSLQPGVFDELPALKVVDLGTEFLTCDCHLRWLLPWAQNRSLQLSEHTLCAYPSALHAQALGSLQEAQLCCEGALELHTHHLIPSLRQVVFQGDRLPFQCSASYLGNDTRIRWYHNRAPVEGDEQAGILLAE.... Result: 0 (no interaction). The miRNA is hsa-miR-3621 with sequence CGCGGGUCGGGGUCUGCAGG. (3) The miRNA is hsa-miR-532-5p with sequence CAUGCCUUGAGUGUAGGACCGU. The protein sequence of the target gene is MEATTAGVGRLEEEALRRKERLKALREKTGRKDKEDGEPKTKHLREEEEEGEKHRELRLRNYVPEDEDLKKRRVPQAKPVAVEEKVKEQLEAAKPEPVIEEVDLANLAPRKPDWDLKRDVAKKLEKLKKRTQRAIAELIRERLKGQEDSLASAVDAATEQKTCDSD. Result: 0 (no interaction). (4) The miRNA is hsa-miR-92a-3p with sequence UAUUGCACUUGUCCCGGCCUGU. The protein sequence of the target gene is MAGVLKKTTGLVGLAVCNTPHERLRILYTKILDVLEEIPKNAAYRKYTEQITNEKLAMVKAEPDVKKLEDQLQGGQLEEVILQAEHELNLARKMREWKLWEPLVEEPPADQWKWPI. Result: 1 (interaction). (5) The miRNA is hsa-miR-3677-5p with sequence CAGUGGCCAGAGCCCUGCAGUG. The protein sequence of the target gene is MAEISDLDRQIEQLRRCELIKESEVKALCAKAREILVEESNVQRVDSPVTVCGDIHGQFYDLKELFRVGGDVPETNYLFMGDFVDRGFYSVETFLLLLALKVRYPDRITLIRGNHESRQITQVYGFYDECLRKYGSVTVWRYCTEIFDYLSLSAIIDGKIFCVHGGLSPSIQTLDQIRTIDRKQEVPHDGPMCDLLWSDPEDTTGWGVSPRGAGYLFGSDVVAQFNAANDIDMICRAHQLVMEGYKWHFNETVLTVWSAPNYCYRCGNVAAILELDEHLQKDFIIFEAAPQETRGIPSKK.... Result: 0 (no interaction).